Predict the product of the given reaction. From a dataset of Forward reaction prediction with 1.9M reactions from USPTO patents (1976-2016). (1) The product is: [ClH:29].[ClH:35].[C@H:20]12[NH:22][C@H:23]([CH2:26][CH2:21]1)[CH2:24][C@H:25]2[NH:37][C:13]([C:10]1[CH:11]=[C:12]2[C:4]([CH:1]([CH3:2])[CH3:3])=[CH:5][O:6][C:7]2=[CH:8][N:9]=1)=[O:15]. Given the reactants [CH:1]([C:4]1[C:12]2[C:7](=[CH:8][N:9]=[C:10]([C:13]([OH:15])=O)[CH:11]=2)[O:6][CH:5]=1)([CH3:3])[CH3:2].CC1[C:25]2[C:20](=[CH:21][N:22]=[C:23]([C:26](O)=O)[CH:24]=2)OC=1.[Cl:29]CC=C(C)C.[Cl:35]C1C(O)=C(I)C=C(CO)[N:37]=1, predict the reaction product. (2) Given the reactants [CH3:1][O:2][C:3]1[CH:12]=[CH:11][C:6]([C:7](=[O:10])[CH2:8]Br)=[CH:5][CH:4]=1.[OH2:13], predict the reaction product. The product is: [CH3:1][O:2][C:3]1[CH:12]=[CH:11][C:6]([C:7]([CH:8]=[O:13])=[O:10])=[CH:5][CH:4]=1. (3) Given the reactants [CH3:1][O:2][C:3]([C@@H:5]1[CH2:18][C@H:17](O)[C:16](=[O:20])[C@H:15]2[C@@:6]1([CH3:28])[CH2:7][CH2:8][C@H:9]1[C@:14]2([CH3:21])[CH2:13][C@@H:12]([C:22]2[CH:26]=[CH:25][O:24][CH:23]=2)[O:11][C:10]1=[O:27])=[O:4].C1(P(C2C=CC=CC=2)C2C=CC=CC=2)C=CC=CC=1.C(Br)(Br)[Br:49], predict the reaction product. The product is: [CH3:1][O:2][C:3]([C@@H:5]1[CH2:18][C@@H:17]([Br:49])[C:16](=[O:20])[C@H:15]2[C@@:6]1([CH3:28])[CH2:7][CH2:8][C@H:9]1[C@:14]2([CH3:21])[CH2:13][C@@H:12]([C:22]2[CH:26]=[CH:25][O:24][CH:23]=2)[O:11][C:10]1=[O:27])=[O:4]. (4) The product is: [CH2:9]([NH:15][C:2]1[CH:7]=[CH:6][CH:5]=[CH:4][C:3]=1[CH3:8])[CH2:10][CH2:11][CH2:12][CH2:13][CH3:14]. Given the reactants Cl[C:2]1[CH:7]=[CH:6][CH:5]=[CH:4][C:3]=1[CH3:8].[CH2:9]([NH2:15])[CH2:10][CH2:11][CH2:12][CH2:13][CH3:14].CC(C)([O-])C.[Na+], predict the reaction product. (5) The product is: [OH:29][CH:28]([C:7]1[C:8]([C:22]2[CH:27]=[CH:26][CH:25]=[CH:24][CH:23]=2)=[N:9][N:10]2[C:15]([Si:16]([CH3:18])([CH3:19])[CH3:17])=[C:14]([O:20][CH3:21])[CH:13]=[CH:12][C:11]=12)[C:30]1[N:35]=[C:34]([C:36]([O:38][CH3:39])=[O:37])[CH:33]=[CH:32][CH:31]=1. Given the reactants C([Li])CCC.Br[C:7]1[C:8]([C:22]2[CH:27]=[CH:26][CH:25]=[CH:24][CH:23]=2)=[N:9][N:10]2[C:15]([Si:16]([CH3:19])([CH3:18])[CH3:17])=[C:14]([O:20][CH3:21])[CH:13]=[CH:12][C:11]=12.[CH:28]([C:30]1[N:35]=[C:34]([C:36]([O:38][CH3:39])=[O:37])[CH:33]=[CH:32][CH:31]=1)=[O:29].[Cl-].[NH4+], predict the reaction product. (6) Given the reactants Br[C:2]1[CH:3]=[N:4][CH:5]=[C:6]([Br:8])[CH:7]=1.C([Mg]Cl)(C)C.[CH3:14][C:15]([CH3:17])=[O:16], predict the reaction product. The product is: [Br:8][C:6]1[CH:7]=[C:2]([C:15]([OH:16])([CH3:17])[CH3:14])[CH:3]=[N:4][CH:5]=1. (7) Given the reactants FC1C=C(C=C(F)C=1)NC.Br.BrC([C:15]1[CH:16]=[C:17]([C:32]([N:34]2[CH2:38][CH2:37][CH2:36][CH2:35]2)=[O:33])[CH:18]=[C:19]2[C:24]=1[O:23][C:22]([N:25]1[CH2:30][CH2:29][O:28][CH2:27][CH2:26]1)=[CH:21][C:20]2=[O:31])C.[I-].[K+].CO, predict the reaction product. The product is: [O:28]1[CH2:27][CH2:26][N:25]([C:22]2[O:23][C:24]3[C:19]([C:20](=[O:31])[CH:21]=2)=[CH:18][C:17]([C:32]([N:34]2[CH2:35][CH2:36][CH2:37][CH2:38]2)=[O:33])=[CH:16][CH:15]=3)[CH2:30][CH2:29]1.